From a dataset of Catalyst prediction with 721,799 reactions and 888 catalyst types from USPTO. Predict which catalyst facilitates the given reaction. (1) Reactant: [Cl:1][C:2]1[CH:7]=[CH:6][C:5]([O:8][C:9](=[O:20])[N:10]([C@H:12]2[CH2:17][CH2:16][C@H:15]([CH2:18][OH:19])[CH2:14][CH2:13]2)[CH3:11])=[CH:4][CH:3]=1.[CH3:21][S:22](Cl)(=[O:24])=[O:23].N1C=CC=CC=1.O. Product: [Cl:1][C:2]1[CH:3]=[CH:4][C:5]([O:8][C:9]([N:10]([CH3:11])[C@H:12]2[CH2:17][CH2:16][C@H:15]([CH2:18][O:19][S:22]([CH3:21])(=[O:24])=[O:23])[CH2:14][CH2:13]2)=[O:20])=[CH:6][CH:7]=1. The catalyst class is: 64. (2) Reactant: C(S([O:6][C:7]1[CH:12]=[C:11]([C:13]([CH3:39])([CH2:15][C:16]([N:18]2[CH2:23][CH2:22][CH2:21][C@H:20]([CH2:24][O:25][C:26]3[C:35]4[C:34]([NH2:36])=[N:33][S:32](=[O:38])(=[O:37])[NH:31][C:30]=4[CH:29]=[CH:28][CH:27]=3)[CH2:19]2)=[O:17])[CH3:14])[CH:10]=[CH:9][C:8]=1[O:40][CH3:41])(=O)=O)C.[OH-].[Na+].Cl. Product: [NH2:36][C:34]1[C:35]2[C:26]([O:25][CH2:24][C@H:20]3[CH2:21][CH2:22][CH2:23][N:18]([C:16](=[O:17])[CH2:15][C:13]([C:11]4[CH:10]=[CH:9][C:8]([O:40][CH3:41])=[C:7]([OH:6])[CH:12]=4)([CH3:39])[CH3:14])[CH2:19]3)=[CH:27][CH:28]=[CH:29][C:30]=2[NH:31][S:32](=[O:38])(=[O:37])[N:33]=1. The catalyst class is: 14. (3) Reactant: C[O:2][C:3](=[O:28])[CH2:4][C:5]1[CH:9]=[C:8]([NH:10][C:11]2[C:20]3[C:15](=[CH:16][C:17]([O:23][CH2:24][CH2:25][CH2:26][Cl:27])=[C:18]([O:21][CH3:22])[CH:19]=3)[N:14]=[CH:13][N:12]=2)[NH:7][N:6]=1.O.[OH-].[Li+].Cl. Product: [Cl:27][CH2:26][CH2:25][CH2:24][O:23][C:17]1[CH:16]=[C:15]2[C:20]([C:11]([NH:10][C:8]3[NH:7][N:6]=[C:5]([CH2:4][C:3]([OH:28])=[O:2])[CH:9]=3)=[N:12][CH:13]=[N:14]2)=[CH:19][C:18]=1[O:21][CH3:22]. The catalyst class is: 7. (4) Reactant: [CH2:1]([O:3][C:4](=[O:19])/[CH:5]=[C:6](/[O:8][C:9]1[CH:14]=[CH:13][CH:12]=[CH:11][C:10]=1[C:15]([CH3:18])([CH3:17])[CH3:16])\[CH3:7])[CH3:2].[Br:20]N1C(=O)CCC1=O.C(OOC(=O)C1C=CC=CC=1)(=O)C1C=CC=CC=1. Product: [CH2:1]([O:3][C:4](=[O:19])/[CH:5]=[C:6](/[O:8][C:9]1[CH:14]=[CH:13][CH:12]=[CH:11][C:10]=1[C:15]([CH3:18])([CH3:17])[CH3:16])\[CH2:7][Br:20])[CH3:2]. The catalyst class is: 53. (5) Reactant: ClC(Cl)(Cl)C(Cl)(Cl)Cl.[C:9]([O:13][C:14]([N:16]1[CH2:21][CH2:20][N:19]([CH2:22][C:23]([NH:25][NH:26][C:27]2[CH:32]=[CH:31][C:30]([F:33])=[CH:29][N:28]=2)=O)[CH2:18][CH2:17]1)=[O:15])([CH3:12])([CH3:11])[CH3:10].C1(P(C2C=CC=CC=2)C2C=CC=CC=2)C=CC=CC=1.C(N(CC)CC)C. Product: [C:9]([O:13][C:14]([N:16]1[CH2:21][CH2:20][N:19]([CH2:22][C:23]2[N:28]3[CH:29]=[C:30]([F:33])[CH:31]=[CH:32][C:27]3=[N:26][N:25]=2)[CH2:18][CH2:17]1)=[O:15])([CH3:12])([CH3:11])[CH3:10]. The catalyst class is: 1. (6) Reactant: [CH3:1][C:2](=[N:4][OH:5])[CH3:3].C([Li])CCC.[CH3:11][O:12][C:13]1[C:18]2[O:19][C:20]([C:22](OC)=O)=[CH:21][C:17]=2[CH:16]=[CH:15][CH:14]=1.S(=O)(=O)(O)O. Product: [CH3:11][O:12][C:13]1[C:18]2[O:19][C:20]([C:22]3[O:5][N:4]=[C:2]([CH3:3])[CH:1]=3)=[CH:21][C:17]=2[CH:16]=[CH:15][CH:14]=1. The catalyst class is: 30. (7) Reactant: C(OC([N:8]1[CH2:13][CH2:12][N:11]([C:14]2[N:19]=[CH:18][N:17]=[C:16]3[NH:20][N:21]=[CH:22][C:15]=23)[CH2:10][CH2:9]1)=O)(C)(C)C.[ClH:23]. Product: [ClH:23].[ClH:23].[N:11]1([C:14]2[N:19]=[CH:18][N:17]=[C:16]3[NH:20][N:21]=[CH:22][C:15]=23)[CH2:10][CH2:9][NH:8][CH2:13][CH2:12]1. The catalyst class is: 472. (8) Reactant: Br[C:2]1[CH:35]=[CH:34][C:33]([N+:36]([O-:38])=[O:37])=[CH:32][C:3]=1[CH2:4][O:5][C:6]1[CH:11]=[CH:10][C:9]([C:12]2[N:16]([CH:17]3[CH2:22][CH2:21][CH2:20][CH2:19][CH2:18]3)[C:15]3[CH:23]=[CH:24][C:25]([C:27]([O:29][CH3:30])=[O:28])=[CH:26][C:14]=3[N:13]=2)=[C:8]([F:31])[CH:7]=1.[Cl:39][C:40]1[CH:45]=[CH:44][C:43](B(O)O)=[CH:42][CH:41]=1.C(=O)([O-])O.[Na+].O. Product: [Cl:39][C:40]1[CH:45]=[CH:44][C:43]([C:2]2[CH:35]=[CH:34][C:33]([N+:36]([O-:38])=[O:37])=[CH:32][C:3]=2[CH2:4][O:5][C:6]2[CH:11]=[CH:10][C:9]([C:12]3[N:16]([CH:17]4[CH2:22][CH2:21][CH2:20][CH2:19][CH2:18]4)[C:15]4[CH:23]=[CH:24][C:25]([C:27]([O:29][CH3:30])=[O:28])=[CH:26][C:14]=4[N:13]=3)=[C:8]([F:31])[CH:7]=2)=[CH:42][CH:41]=1. The catalyst class is: 564. (9) Reactant: [Br:1]N1C(C)(C)C(=O)N(Br)C1=O.[NH:12]1[C:20]2[CH2:19][CH2:18][CH2:17][C:16](=[O:21])[C:15]=2[CH:14]=[CH:13]1. Product: [Br:1][C:13]1[NH:12][C:20]2[CH2:19][CH2:18][CH2:17][C:16](=[O:21])[C:15]=2[CH:14]=1. The catalyst class is: 3.